This data is from Forward reaction prediction with 1.9M reactions from USPTO patents (1976-2016). The task is: Predict the product of the given reaction. (1) Given the reactants [F:1][C:2]1[CH:19]=[CH:18][C:5]([CH2:6][C:7]2[C:16]3[C:11](=[CH:12][CH:13]=[CH:14][CH:15]=3)[C:10](=[O:17])[NH:9][N:8]=2)=[CH:4][C:3]=1[C:20]([N:22]1[CH2:25][CH:24]([NH:26][CH2:27][CH:28]([CH3:30])[CH3:29])[CH2:23]1)=[O:21].[ClH:31], predict the reaction product. The product is: [ClH:31].[F:1][C:2]1[CH:19]=[CH:18][C:5]([CH2:6][C:7]2[C:16]3[C:11](=[CH:12][CH:13]=[CH:14][CH:15]=3)[C:10](=[O:17])[NH:9][N:8]=2)=[CH:4][C:3]=1[C:20]([N:22]1[CH2:25][CH:24]([NH:26][CH2:27][CH:28]([CH3:30])[CH3:29])[CH2:23]1)=[O:21]. (2) Given the reactants [F:1][C:2]([F:20])([F:19])[C:3]1[CH:8]=[CH:7][C:6]([C@@H:9]2[C:18]3[C:13](=[CH:14][CH:15]=[CH:16][CH:17]=3)[CH2:12][CH2:11][NH:10]2)=[CH:5][CH:4]=1.[F:21][C:22]([F:38])([F:37])[CH2:23][NH:24][C:25](=O)[O:26]C1C=CC([N+]([O-])=O)=CC=1, predict the reaction product. The product is: [F:21][C:22]([F:38])([F:37])[CH2:23][NH:24][C:25]([N:10]1[CH2:11][CH2:12][C:13]2[C:18](=[CH:17][CH:16]=[CH:15][CH:14]=2)[C@H:9]1[C:6]1[CH:5]=[CH:4][C:3]([C:2]([F:1])([F:19])[F:20])=[CH:8][CH:7]=1)=[O:26].